This data is from Reaction yield outcomes from USPTO patents with 853,638 reactions. The task is: Predict the reaction yield, written as a fraction of the theoretical maximum amount of product (1.0 means a 100% yield; for example, 0.34 means a 34% yield). The reactants are [NH2:1][C:2]1[CH:7]=[CH:6][C:5]([CH2:8][C:9]([OH:11])=[O:10])=[CH:4][CH:3]=1.Cl.[CH3:13]O. No catalyst specified. The product is [CH3:13][O:10][C:9](=[O:11])[CH2:8][C:5]1[CH:4]=[CH:3][C:2]([NH2:1])=[CH:7][CH:6]=1. The yield is 0.740.